From a dataset of NCI-60 drug combinations with 297,098 pairs across 59 cell lines. Regression. Given two drug SMILES strings and cell line genomic features, predict the synergy score measuring deviation from expected non-interaction effect. (1) Drug 1: CN1C2=C(C=C(C=C2)N(CCCl)CCCl)N=C1CCCC(=O)O.Cl. Drug 2: CCCCCOC(=O)NC1=NC(=O)N(C=C1F)C2C(C(C(O2)C)O)O. Cell line: SNB-19. Synergy scores: CSS=5.55, Synergy_ZIP=2.94, Synergy_Bliss=3.76, Synergy_Loewe=5.68, Synergy_HSA=2.59. (2) Drug 1: CN1C(=O)N2C=NC(=C2N=N1)C(=O)N. Drug 2: C1CN1C2=NC(=NC(=N2)N3CC3)N4CC4. Cell line: HOP-92. Synergy scores: CSS=26.0, Synergy_ZIP=-6.30, Synergy_Bliss=1.90, Synergy_Loewe=-19.1, Synergy_HSA=-1.98.